The task is: Predict the reaction yield, written as a fraction of the theoretical maximum amount of product (1.0 means a 100% yield; for example, 0.34 means a 34% yield).. This data is from Reaction yield outcomes from USPTO patents with 853,638 reactions. (1) The reactants are [Cl:1][C:2]1[CH:10]=[C:9]2[C:5]([C:6]([C:11]([N:13]3[CH2:18][CH2:17][C:16]4([C:22]5[CH:23]=[CH:24][C:25]([F:27])=[CH:26][C:21]=5[C:20](=[O:28])[O:19]4)[CH2:15][CH2:14]3)=[O:12])=[CH:7][NH:8]2)=[CH:4][CH:3]=1.[N:29]1[CH:34]=[CH:33][CH:32]=[CH:31][C:30]=1[CH2:35]OS(C)(=O)=O. No catalyst specified. The product is [Cl:1][C:2]1[CH:10]=[C:9]2[C:5]([C:6]([C:11]([N:13]3[CH2:18][CH2:17][C:16]4([C:22]5[CH:23]=[CH:24][C:25]([F:27])=[CH:26][C:21]=5[C:20](=[O:28])[O:19]4)[CH2:15][CH2:14]3)=[O:12])=[CH:7][N:8]2[CH2:35][C:30]2[CH:31]=[CH:32][CH:33]=[CH:34][N:29]=2)=[CH:4][CH:3]=1. The yield is 0.290. (2) The reactants are [ClH:1].[OH:2][C@H:3]1[CH2:7][NH:6][C@H:5]([C:8]([NH:10][CH2:11][C:12]2[CH:17]=[CH:16][C:15]([C:18]3[S:22][CH:21]=[N:20][C:19]=3[CH3:23])=[CH:14][CH:13]=2)=[O:9])[CH2:4]1.C(OC([NH:31][C@@H:32]([C:36]([CH3:39])([CH3:38])[CH3:37])[C:33](O)=[O:34])=O)(C)(C)C.CCN(C(C)C)C(C)C.CN(C(ON1N=NC2C=CC=NC1=2)=[N+](C)C)C.F[P-](F)(F)(F)(F)F.Cl.O1CCOCC1. The catalyst is CN(C=O)C.ClCCl.CO. The product is [ClH:1].[NH2:31][C@@H:32]([C:36]([CH3:39])([CH3:38])[CH3:37])[C:33]([N:6]1[CH2:7][C@H:3]([OH:2])[CH2:4][C@H:5]1[C:8]([NH:10][CH2:11][C:12]1[CH:13]=[CH:14][C:15]([C:18]2[S:22][CH:21]=[N:20][C:19]=2[CH3:23])=[CH:16][CH:17]=1)=[O:9])=[O:34]. The yield is 0.820. (3) The reactants are [CH2:1]([N:8]1[CH2:12][C@H:11]([O:13][Si:14]([C:17]([CH3:20])([CH3:19])[CH3:18])([CH3:16])[CH3:15])[C@@H:10](O)[CH2:9]1)[C:2]1[CH:7]=[CH:6][CH:5]=[CH:4][CH:3]=1.C1(P(C2C=CC=CC=2)C2C=CC=CC=2)C=CC=CC=1.N(C(OC(C)C)=O)=NC(OC(C)C)=O.C1(P([N:69]=[N+:70]=[N-:71])(C2C=CC=CC=2)=O)C=CC=CC=1. The catalyst is C1COCC1. The product is [CH2:1]([N:8]1[CH2:12][C@H:11]([O:13][Si:14]([C:17]([CH3:20])([CH3:19])[CH3:18])([CH3:16])[CH3:15])[C@H:10]([N:69]=[N+:70]=[N-:71])[CH2:9]1)[C:2]1[CH:7]=[CH:6][CH:5]=[CH:4][CH:3]=1. The yield is 1.10. (4) The reactants are C[O:2][C:3](=[O:32])[CH:4]=[C:5]([C:7]1[CH:31]=[CH:30][C:10]2[S:11][CH:12]=[C:13]([C:14]3[CH:19]=[C:18]([CH:20]([CH3:22])[CH3:21])[CH:17]=[C:16]([CH:23]([CH3:25])[CH3:24])[C:15]=3[O:26]COC)[C:9]=2[CH:8]=1)[CH3:6].Cl. The catalyst is CO.[OH-].[Na+]. The product is [OH:26][C:15]1[C:16]([CH:23]([CH3:24])[CH3:25])=[CH:17][C:18]([CH:20]([CH3:22])[CH3:21])=[CH:19][C:14]=1[C:13]1[C:9]2[CH:8]=[C:7]([C:5]([CH3:6])=[CH:4][C:3]([OH:32])=[O:2])[CH:31]=[CH:30][C:10]=2[S:11][CH:12]=1. The yield is 0.890. (5) The reactants are [CH3:1][S:2](Cl)(=[O:4])=[O:3].[Br:6][C:7]1[CH:8]=[C:9]([C:13]2([C:21]3[CH:26]=[CH:25][CH:24]=[C:23]([OH:27])[CH:22]=3)[NH:17][C:16](=[S:18])[N:15]([CH3:19])[C:14]2=[O:20])[CH:10]=[CH:11][CH:12]=1.C(N(CC)CC)C. The catalyst is ClCCl. The product is [CH3:1][S:2]([O:27][C:23]1[CH:24]=[CH:25][CH:26]=[C:21]([C:13]2([C:9]3[CH:10]=[CH:11][CH:12]=[C:7]([Br:6])[CH:8]=3)[C:14](=[O:20])[N:15]([CH3:19])[C:16](=[S:18])[NH:17]2)[CH:22]=1)(=[O:4])=[O:3]. The yield is 0.620. (6) The reactants are [N:1]1([C:5]2[CH:14]=[C:13]3[C:8]([CH:9]=[CH:10][C:11]([C:15]([OH:17])=O)=[N:12]3)=[CH:7][CH:6]=2)[CH2:4][CH2:3][CH2:2]1.[NH2:18][C:19]1[CH:20]=[N:21][CH:22]=[CH:23][C:24]=1[N:25]1[CH2:30][C@H:29]([CH3:31])[CH2:28][C@H:27]([NH:32]C(=O)OC(C)(C)C)[CH2:26]1. No catalyst specified. The product is [NH2:32][C@H:27]1[CH2:28][C@@H:29]([CH3:31])[CH2:30][N:25]([C:24]2[CH:23]=[CH:22][N:21]=[CH:20][C:19]=2[NH:18][C:15]([C:11]2[CH:10]=[CH:9][C:8]3[C:13](=[CH:14][C:5]([N:1]4[CH2:2][CH2:3][CH2:4]4)=[CH:6][CH:7]=3)[N:12]=2)=[O:17])[CH2:26]1. The yield is 0.220. (7) The reactants are [CH2:1]([N:8]1[C@@H:13]2[C@H:14]([S:16]([C:19]3[CH:24]=[CH:23][CH:22]=[CH:21][CH:20]=3)(=[O:18])=[O:17])[CH2:15][C@@:9]1([C:43]1[CH:48]=[CH:47][CH:46]=[CH:45][CH:44]=1)[C@:10]([C:26]#[C:27][C:28]1[CH:33]=[C:32]([O:34][C:35]([F:38])([F:37])[F:36])[CH:31]=[CH:30][C:29]=1[O:39][CH:40]1[CH2:42][CH2:41]1)([OH:25])[CH2:11][CH2:12]2)[C:2]1[CH:7]=[CH:6][CH:5]=[CH:4][CH:3]=1.C(OCC)C.COCCO[AlH2-]OCCOC.[Na+].[I:66]I. The catalyst is C1(C)C=CC=CC=1. The product is [CH2:1]([N:8]1[C@@H:13]2[C@H:14]([S:16]([C:19]3[CH:20]=[CH:21][CH:22]=[CH:23][CH:24]=3)(=[O:17])=[O:18])[CH2:15][C@@:9]1([C:43]1[CH:48]=[CH:47][CH:46]=[CH:45][CH:44]=1)[C@@:10](/[CH:26]=[C:27](/[C:28]1[CH:33]=[C:32]([O:34][C:35]([F:38])([F:37])[F:36])[CH:31]=[CH:30][C:29]=1[O:39][CH:40]1[CH2:41][CH2:42]1)\[I:66])([OH:25])[CH2:11][CH2:12]2)[C:2]1[CH:7]=[CH:6][CH:5]=[CH:4][CH:3]=1. The yield is 0.660.